Dataset: Reaction yield outcomes from USPTO patents with 853,638 reactions. Task: Predict the reaction yield, written as a fraction of the theoretical maximum amount of product (1.0 means a 100% yield; for example, 0.34 means a 34% yield). (1) The catalyst is O1CCOCC1.O.C1C=CC([P]([Pd]([P](C2C=CC=CC=2)(C2C=CC=CC=2)C2C=CC=CC=2)([P](C2C=CC=CC=2)(C2C=CC=CC=2)C2C=CC=CC=2)[P](C2C=CC=CC=2)(C2C=CC=CC=2)C2C=CC=CC=2)(C2C=CC=CC=2)C2C=CC=CC=2)=CC=1. The yield is 0.550. The product is [CH3:17][C:16]1[CH:15]=[C:14]([CH3:18])[NH:13][C:12](=[O:19])[C:11]=1[CH2:10][NH:9][C:7]([C:6]1[CH:20]=[C:2]([C:38]2[CH:39]=[CH:40][C:41]([CH2:42][N:43]3[CH2:48][CH2:47][O:46][CH2:45][CH2:44]3)=[CH:49][CH:50]=2)[CH:3]=[C:4]([N:22]([CH3:29])[CH:23]2[CH2:28][CH2:27][O:26][CH2:25][CH2:24]2)[C:5]=1[CH3:21])=[O:8]. The reactants are Br[C:2]1[CH:3]=[C:4]([N:22]([CH3:29])[CH:23]2[CH2:28][CH2:27][O:26][CH2:25][CH2:24]2)[C:5]([CH3:21])=[C:6]([CH:20]=1)[C:7]([NH:9][CH2:10][C:11]1[C:12](=[O:19])[NH:13][C:14]([CH3:18])=[CH:15][C:16]=1[CH3:17])=[O:8].CC1(C)C(C)(C)OB([C:38]2[CH:50]=[CH:49][C:41]([CH2:42][N:43]3[CH2:48][CH2:47][O:46][CH2:45][CH2:44]3)=[CH:40][CH:39]=2)O1.C([O-])([O-])=O.[Na+].[Na+]. (2) The reactants are [H-].[Na+].[C:3]([CH2:5]P(=O)(OCC)OCC)#[N:4].[CH3:14][C:15]1([S:18]([N:21]2[CH2:24][C:23](=O)[CH2:22]2)(=[O:20])=[O:19])[CH2:17][CH2:16]1.[Na+].[Cl-]. The catalyst is O1CCCC1.O. The product is [CH3:14][C:15]1([S:18]([N:21]2[CH2:24][C:23](=[CH:5][C:3]#[N:4])[CH2:22]2)(=[O:19])=[O:20])[CH2:17][CH2:16]1. The yield is 1.00. (3) The reactants are C(OC(=O)[NH:7][C:8]1[C:13]([I:14])=[C:12]([Cl:15])[CH:11]=[CH:10][N:9]=1)(C)(C)C.[OH-].[Na+]. The catalyst is Br.C1COCC1. The product is [Cl:15][C:12]1[CH:11]=[CH:10][N:9]=[C:8]([NH2:7])[C:13]=1[I:14]. The yield is 0.930. (4) The product is [N+:31]([C:34]1[CH:39]=[CH:38][CH:37]=[CH:36][C:35]=1[NH:40][C:41]([C:13]1[S:17][C:16]([N:18]2[CH2:23][CH2:22][N:21]([C:24]([O:26][C:27]([CH3:30])([CH3:29])[CH3:28])=[O:25])[CH2:20][CH2:19]2)=[N:15][CH:14]=1)=[O:42])([O-:33])=[O:32]. The yield is 0.280. The reactants are C([Li])CCC.CCCCCC.Br[C:13]1[S:17][C:16]([N:18]2[CH2:23][CH2:22][N:21]([C:24]([O:26][C:27]([CH3:30])([CH3:29])[CH3:28])=[O:25])[CH2:20][CH2:19]2)=[N:15][CH:14]=1.[N+:31]([C:34]1[CH:39]=[CH:38][CH:37]=[CH:36][C:35]=1[N:40]=[C:41]=[O:42])([O-:33])=[O:32].[Cl-].[NH4+]. The catalyst is C(OCC)C. (5) The reactants are [C:1]([C:3]1[C:4]([C:20]([F:23])([F:22])[F:21])=[C:5]2[C:9](=[CH:10][CH:11]=1)[N:8]([CH2:12][C:13](=[NH:16])[NH:14][OH:15])[C:7]([CH2:17][CH2:18][CH3:19])=[CH:6]2)#[N:2].[Br:24][C:25]1[CH:26]=[CH:27][C:28]([Cl:34])=[C:29]([CH:33]=1)[C:30](Cl)=O.C(N(CC)CC)C. The catalyst is C(#N)C. The product is [Br:24][C:25]1[CH:26]=[CH:27][C:28]([Cl:34])=[C:29]([C:30]2[O:15][N:14]=[C:13]([CH2:12][N:8]3[C:9]4[C:5](=[C:4]([C:20]([F:22])([F:23])[F:21])[C:3]([C:1]#[N:2])=[CH:11][CH:10]=4)[CH:6]=[C:7]3[CH2:17][CH2:18][CH3:19])[N:16]=2)[CH:33]=1. The yield is 0.260. (6) The reactants are [N:1]1[CH:6]=[CH:5][CH:4]=[CH:3][C:2]=1[CH2:7][O:8][C:9]1[CH:14]=[CH:13][N+:12]([O-])=[CH:11][CH:10]=1.C(OC(=O)C)(=[O:18])C. No catalyst specified. The product is [N:1]1[CH:6]=[CH:5][CH:4]=[CH:3][C:2]=1[CH2:7][O:8][C:9]1[CH:14]=[CH:13][NH:12][C:11](=[O:18])[CH:10]=1. The yield is 0.210. (7) The reactants are [CH2:1]([O:8][C:9]1[CH:10]=[C:11]([C:19]2[N:24]=[CH:23][C:22]([CH:25]=[C:26]3[S:30][C:29](=[O:31])[NH:28][C:27]3=[O:32])=[CH:21][CH:20]=2)[CH:12]=[C:13]([N+:16]([O-])=O)[C:14]=1[OH:15])[C:2]1[CH:7]=[CH:6][CH:5]=[CH:4][CH:3]=1.[PH2]([O-])=O.[Na+]. The catalyst is O1CCCC1.C(O)C.[Pd]. The product is [NH2:16][C:13]1[CH:12]=[C:11]([C:19]2[N:24]=[CH:23][C:22]([CH:25]=[C:26]3[S:30][C:29](=[O:31])[NH:28][C:27]3=[O:32])=[CH:21][CH:20]=2)[CH:10]=[C:9]([O:8][CH2:1][C:2]2[CH:3]=[CH:4][CH:5]=[CH:6][CH:7]=2)[C:14]=1[OH:15]. The yield is 0.700. (8) The reactants are F[C:2]1[CH:9]=[C:8]([F:10])[CH:7]=[CH:6][C:3]=1[C:4]#[N:5].O.[NH2:12][NH2:13]. No catalyst specified. The product is [F:10][C:8]1[CH:9]=[C:2]2[C:3]([C:4]([NH2:5])=[N:12][NH:13]2)=[CH:6][CH:7]=1. The yield is 0.380. (9) The yield is 0.300. The product is [F:1][C:2]1[CH:7]=[C:6]([CH2:8][OH:9])[CH:5]=[CH:4][C:3]=1[C:16]1[C:15]([C:13]#[N:14])=[CH:20][CH:19]=[CH:18][CH:17]=1. The reactants are [F:1][C:2]1[CH:7]=[C:6]([CH:8]=[O:9])[CH:5]=[CH:4][C:3]=1B(O)O.[C:13]([C:15]1[CH:20]=[CH:19][CH:18]=[CH:17][C:16]=1B(O)O)#[N:14].C(=O)([O-])[O-].[Na+].[Na+].C1(C)C=CC=CC=1. The catalyst is [Br-].C([N+](CCCC)(CCCC)CCCC)CCC.C(OCC)(=O)C.C1C=CC(P(C2C=CC=CC=2)[C-]2C=CC=C2)=CC=1.C1C=CC(P(C2C=CC=CC=2)[C-]2C=CC=C2)=CC=1.Cl[Pd]Cl.[Fe+2]. (10) The reactants are [Br:1][CH2:2][C@@H:3]([OH:21])[CH2:4][C:5]1[CH:10]=[C:9]([F:11])[CH:8]=[C:7]([C:12]2[C:17]([Cl:18])=[CH:16][CH:15]=[CH:14][C:13]=2[Cl:19])[C:6]=1O.CC1C=CC(S(OCC2CC3C=CC=C(CC4C=CC=CC=4)C=3O2)(=O)=O)=CC=1. No catalyst specified. The product is [Br:1][CH2:2][C@H:3]1[CH2:4][C:5]2[CH:10]=[C:9]([F:11])[CH:8]=[C:7]([C:12]3[C:13]([Cl:19])=[CH:14][CH:15]=[CH:16][C:17]=3[Cl:18])[C:6]=2[O:21]1. The yield is 0.820.